Dataset: Catalyst prediction with 721,799 reactions and 888 catalyst types from USPTO. Task: Predict which catalyst facilitates the given reaction. (1) Reactant: C(OC(=O)[NH:7][C:8]1[CH:13]=[CH:12][C:11]([C:14]2[CH:19]=[CH:18][CH:17]=[C:16]([F:20])[C:15]=2[F:21])=[CH:10][C:9]=1[NH:22][C:23](=[O:35])[CH2:24][C:25]([C:27]1[CH:32]=[CH:31][CH:30]=[C:29]([C:33]#[N:34])[CH:28]=1)=O)(C)(C)C.C(O)(C(F)(F)F)=O. Product: [F:21][C:15]1[C:16]([F:20])=[CH:17][CH:18]=[CH:19][C:14]=1[C:11]1[CH:12]=[CH:13][C:8]2[N:7]=[C:25]([C:27]3[CH:28]=[C:29]([CH:30]=[CH:31][CH:32]=3)[C:33]#[N:34])[CH2:24][C:23](=[O:35])[NH:22][C:9]=2[CH:10]=1. The catalyst class is: 2. (2) Reactant: [CH3:1][O:2][C:3]1[CH:4]=[C:5]2[C:10](=[CH:11][C:12]=1[O:13][CH3:14])[NH:9][CH:8]=[C:7]([C:15]#[N:16])[C:6]2=O.O=P(Cl)(Cl)[Cl:20].C([O-])([O-])=O.[K+].[K+]. Product: [Cl:20][C:6]1[C:5]2[C:10](=[CH:11][C:12]([O:13][CH3:14])=[C:3]([O:2][CH3:1])[CH:4]=2)[N:9]=[CH:8][C:7]=1[C:15]#[N:16]. The catalyst class is: 2. (3) Reactant: [CH2:1]([O:8][CH2:9][CH2:10][PH:11](=[O:22])[CH2:12][CH2:13][O:14][CH2:15][C:16]1[CH:21]=[CH:20][CH:19]=[CH:18][CH:17]=1)[C:2]1[CH:7]=[CH:6][CH:5]=[CH:4][CH:3]=1.CC[N:25]([CH2:28][CH3:29])[CH2:26]C.[CH3:30][N:31](C)[CH2:32]CCN. Product: [CH2:15]([O:14][CH2:13][CH2:12][P:11]([CH2:10][CH2:9][O:8][CH2:1][C:2]1[CH:3]=[CH:4][CH:5]=[CH:6][CH:7]=1)(=[O:22])[N:25]([CH3:26])[CH2:28][CH2:29][CH2:30][NH:31][CH3:32])[C:16]1[CH:21]=[CH:20][CH:19]=[CH:18][CH:17]=1. The catalyst class is: 53. (4) Reactant: [CH:1]1([C:4]2[C:5]([O:15][C@@H:16]3[CH2:21][CH2:20][CH2:19][NH:18][CH2:17]3)=[CH:6][C:7]([F:14])=[C:8]([CH:13]=2)[C:9]([O:11][CH3:12])=[O:10])[CH2:3][CH2:2]1.C(N(CC)CC)C.[C:29](OC(=O)C)(=[O:31])[CH3:30]. Product: [C:29]([N:18]1[CH2:19][CH2:20][CH2:21][C@@H:16]([O:15][C:5]2[C:4]([CH:1]3[CH2:2][CH2:3]3)=[CH:13][C:8]([C:9]([O:11][CH3:12])=[O:10])=[C:7]([F:14])[CH:6]=2)[CH2:17]1)(=[O:31])[CH3:30]. The catalyst class is: 119.